Predict the reactants needed to synthesize the given product. From a dataset of Full USPTO retrosynthesis dataset with 1.9M reactions from patents (1976-2016). (1) Given the product [C:1]([CH:3]([C:10](=[O:11])[NH:9][CH2:12][CH2:13][CH3:14])[C:4]([O:6][CH2:7][CH3:8])=[O:5])#[N:2], predict the reactants needed to synthesize it. The reactants are: [C:1]([CH2:3][C:4]([O:6][CH2:7][CH3:8])=[O:5])#[N:2].[N:9]([CH2:12][CH2:13][CH3:14])=[C:10]=[O:11].C(N(CC)CC)C. (2) Given the product [F:13][C:14]1[C:19]([CH:30]([C:25]2[CH:26]=[CH:27][CH:28]=[CH:29][C:24]=2[CH:23]([O:22][CH2:20][CH3:21])[O:32][CH2:33][CH3:34])[OH:31])=[CH:18][CH:17]=[CH:16][N:15]=1, predict the reactants needed to synthesize it. The reactants are: C(NC(C)C)(C)C.C([Li])CCC.[F:13][C:14]1[CH:19]=[CH:18][CH:17]=[CH:16][N:15]=1.[CH2:20]([O:22][CH:23]([O:32][CH2:33][CH3:34])[C:24]1[CH:29]=[CH:28][CH:27]=[CH:26][C:25]=1[CH:30]=[O:31])[CH3:21].C(=O)([O-])[O-].[Na+].[Na+]. (3) Given the product [CH2:1]([N:3]1[CH2:8][C:7]([CH3:9])([CH3:10])[O:6][C:5](=[O:11])[CH:4]1[C:12]([CH3:17])([CH3:16])[C:13]([NH:58][C:57]1[CH:59]=[CH:60][C:54]([CH:51]([CH3:53])[CH3:52])=[CH:55][CH:56]=1)=[O:15])[CH3:2], predict the reactants needed to synthesize it. The reactants are: [CH2:1]([N:3]1[CH2:8][C:7]([CH3:10])([CH3:9])[O:6][C:5](=[O:11])[CH:4]1[C:12]([CH3:17])([CH3:16])[C:13]([OH:15])=O)[CH3:2].C(N(C(C)C)CC)(C)C.CN(C(ON1N=NC2C=CC=NC1=2)=[N+](C)C)C.F[P-](F)(F)(F)(F)F.[CH:51]([C:54]1[CH:60]=[CH:59][C:57]([NH2:58])=[CH:56][CH:55]=1)([CH3:53])[CH3:52]. (4) Given the product [CH3:22][C:21]1[C:16]([N:13]2[CH2:14][CH2:15][N:10]([C:8]([C:5]3[CH:6]=[CH:7][C:2]([N:25]4[CH2:26][CH2:27][CH2:28][CH2:29][S:24]4(=[O:31])=[O:30])=[CH:3][CH:4]=3)=[O:9])[CH2:11][CH2:12]2)=[N:17][CH:18]=[C:19]([CH3:23])[CH:20]=1, predict the reactants needed to synthesize it. The reactants are: Br[C:2]1[CH:7]=[CH:6][C:5]([C:8]([N:10]2[CH2:15][CH2:14][N:13]([C:16]3[C:21]([CH3:22])=[CH:20][C:19]([CH3:23])=[CH:18][N:17]=3)[CH2:12][CH2:11]2)=[O:9])=[CH:4][CH:3]=1.[S:24]1(=[O:31])(=[O:30])[CH2:29][CH2:28][CH2:27][CH2:26][NH:25]1. (5) Given the product [F:12][C:10]1[CH:9]=[C:8]([F:13])[CH:7]=[C:6]2[C:11]=1[C:2]([NH:41][C:37]1[CH:38]=[N:39][CH:40]=[C:35]([N:32]3[CH2:33][CH2:34][O:29][CH2:30][CH2:31]3)[CH:36]=1)=[C:3]([CH3:28])[C:4]([N:14]1[CH2:19][CH2:18][N:17]([C:20]([O:22][C:23]([CH3:24])([CH3:26])[CH3:25])=[O:21])[C@@H:16]([CH3:27])[CH2:15]1)=[N:5]2, predict the reactants needed to synthesize it. The reactants are: Cl[C:2]1[C:11]2[C:6](=[CH:7][C:8]([F:13])=[CH:9][C:10]=2[F:12])[N:5]=[C:4]([N:14]2[CH2:19][CH2:18][N:17]([C:20]([O:22][C:23]([CH3:26])([CH3:25])[CH3:24])=[O:21])[C@@H:16]([CH3:27])[CH2:15]2)[C:3]=1[CH3:28].[O:29]1[CH2:34][CH2:33][N:32]([C:35]2[CH:36]=[C:37]([NH2:41])[CH:38]=[N:39][CH:40]=2)[CH2:31][CH2:30]1.